This data is from Catalyst prediction with 721,799 reactions and 888 catalyst types from USPTO. The task is: Predict which catalyst facilitates the given reaction. Reactant: [CH3:1][C@@:2]([S:14]([CH3:17])(=[O:16])=[O:15])([CH2:6][CH2:7][N:8]1[CH:12]=[C:11]([CH3:13])[CH:10]=[N:9]1)[C:3]([OH:5])=O.CN1CCOCC1.[O:25]1[CH2:30][CH2:29][CH2:28][CH2:27][CH:26]1[O:31][NH2:32].O. Product: [CH3:1][C@@:2]([S:14]([CH3:17])(=[O:16])=[O:15])([CH2:6][CH2:7][N:8]1[CH:12]=[C:11]([CH3:13])[CH:10]=[N:9]1)[C:3]([NH:32][O:31][CH:26]1[CH2:27][CH2:28][CH2:29][CH2:30][O:25]1)=[O:5]. The catalyst class is: 1.